Dataset: Full USPTO retrosynthesis dataset with 1.9M reactions from patents (1976-2016). Task: Predict the reactants needed to synthesize the given product. Given the product [CH3:1][C:2]1[CH:11]=[C:10]([NH:12][C:13](=[O:15])[CH3:14])[C:9]2[CH2:8][CH2:7][CH2:6][CH2:5][C:4]=2[N:3]=1, predict the reactants needed to synthesize it. The reactants are: [CH3:1][C:2]1[CH:11]=[C:10]([NH:12][C:13](=[O:15])[CH3:14])[C:9]2[C:4](=[CH:5][CH:6]=[CH:7][CH:8]=2)[N:3]=1.[OH-].[Na+].